From a dataset of Peptide-MHC class I binding affinity with 185,985 pairs from IEDB/IMGT. Regression. Given a peptide amino acid sequence and an MHC pseudo amino acid sequence, predict their binding affinity value. This is MHC class I binding data. (1) The binding affinity (normalized) is 0.0847. The MHC is HLA-B58:01 with pseudo-sequence HLA-B58:01. The peptide sequence is RARIKTRLF. (2) The peptide sequence is DAHKKNLYDH. The MHC is HLA-A33:01 with pseudo-sequence HLA-A33:01. The binding affinity (normalized) is 0.